This data is from Forward reaction prediction with 1.9M reactions from USPTO patents (1976-2016). The task is: Predict the product of the given reaction. (1) Given the reactants [C:1]([O:5][C:6](=[O:31])[CH2:7][C:8]1[CH:13]=[CH:12][CH:11]=[C:10]([N:14]2[CH2:30][CH2:29][C:17]3([NH:21][C:20](=[O:22])[N:19]([CH2:23][CH:24]4[CH2:27][CH2:26][CH2:25]4)[C:18]3=[O:28])[CH2:16][CH2:15]2)[CH:9]=1)([CH3:4])([CH3:3])[CH3:2].[F:32][C:33]([F:48])([F:47])[C:34]1[CH:39]=[CH:38][C:37]([CH2:40][CH2:41]OS(C)(=O)=O)=[CH:36][CH:35]=1, predict the reaction product. The product is: [C:1]([O:5][C:6](=[O:31])[CH2:7][C:8]1[CH:13]=[CH:12][CH:11]=[C:10]([N:14]2[CH2:30][CH2:29][C:17]3([N:21]([CH2:41][CH2:40][C:37]4[CH:36]=[CH:35][C:34]([C:33]([F:32])([F:47])[F:48])=[CH:39][CH:38]=4)[C:20](=[O:22])[N:19]([CH2:23][CH:24]4[CH2:25][CH2:26][CH2:27]4)[C:18]3=[O:28])[CH2:16][CH2:15]2)[CH:9]=1)([CH3:4])([CH3:2])[CH3:3]. (2) Given the reactants I.[S:2]1[C:6]2[CH2:7][C:8]3[CH:9]=[CH:10][CH:11]=[CH:12][C:13]=3[C:5]=2[N:4]=[C:3]1[NH2:14].[C:15](Cl)(=[O:22])[C:16]1[CH:21]=[CH:20][CH:19]=[CH:18][CH:17]=1, predict the reaction product. The product is: [S:2]1[C:6]2[CH2:7][C:8]3[CH:9]=[CH:10][CH:11]=[CH:12][C:13]=3[C:5]=2[N:4]=[C:3]1[NH:14][C:15](=[O:22])[C:16]1[CH:21]=[CH:20][CH:19]=[CH:18][CH:17]=1. (3) Given the reactants [NH2:1][C:2]1[CH:7]=[CH:6][NH:5][C:4](=[O:8])[N:3]=1.[CH3:9][C:10]([O:13][C:14](O[C:14]([O:13][C:10]([CH3:12])([CH3:11])[CH3:9])=[O:15])=[O:15])([CH3:12])[CH3:11].O, predict the reaction product. The product is: [O:8]=[C:4]1[N:3]=[C:2]([NH:1][C:14](=[O:15])[O:13][C:10]([CH3:12])([CH3:11])[CH3:9])[CH:7]=[CH:6][NH:5]1. (4) Given the reactants [N+:1]([C:4]1[CH:5]=[C:6]([NH:10][C:11]2[N:18]=[CH:17][CH:16]=[CH:15][C:12]=2[CH:13]=O)[CH:7]=[CH:8][CH:9]=1)([O-:3])=[O:2].[S:19]1[C:23]2[CH:24]=[CH:25][CH:26]=[CH:27][C:22]=2[N:21]=[C:20]1[CH2:28][CH2:29][CH2:30][C:31](OC)=[O:32].[Li+].CC([N-]C(C)C)C, predict the reaction product. The product is: [N+:1]([C:4]1[CH:5]=[C:6]([N:10]2[C:11]3[C:12](=[CH:15][CH:16]=[CH:17][N:18]=3)[CH:13]=[C:30]([CH2:29][CH2:28][C:20]3[S:19][C:23]4[CH:24]=[CH:25][CH:26]=[CH:27][C:22]=4[N:21]=3)[C:31]2=[O:32])[CH:7]=[CH:8][CH:9]=1)([O-:3])=[O:2]. (5) Given the reactants [F:1][C:2]1[CH:7]=[CH:6][C:5]([C:8]2[S:16][C:15]3[C:14]([OH:17])=[C:13]([C:18]([NH:20][CH2:21][C:22]([O:24]C(C)(C)C)=[O:23])=[O:19])[C:12](=[O:29])[N:11]([CH3:30])[C:10]=3[CH:9]=2)=[CH:4][CH:3]=1.BrC1SC2C(O)=C(C(NCC(OCC)=O)=O)C(=O)N(C)C=2C=1.FC1C=CC(B(O)O)=CC=1.O, predict the reaction product. The product is: [F:1][C:2]1[CH:3]=[CH:4][C:5]([C:8]2[S:16][C:15]3[C:14]([OH:17])=[C:13]([C:18]([NH:20][CH2:21][C:22]([OH:24])=[O:23])=[O:19])[C:12](=[O:29])[N:11]([CH3:30])[C:10]=3[CH:9]=2)=[CH:6][CH:7]=1. (6) Given the reactants Cl[CH2:2][C:3]1[C:4]([C:16]2[CH:21]=[CH:20][C:19]([F:22])=[CH:18][C:17]=2[O:23][CH3:24])=[CH:5][CH:6]=[C:7]2[C:12]=1[NH:11][C:10](=[O:13])[C:9]([CH3:15])([CH3:14])[NH:8]2.[C:25]1([OH:31])[CH:30]=[CH:29][CH:28]=[CH:27][CH:26]=1.C(=O)([O-])[O-].[K+].[K+].C(OCC)(=O)C, predict the reaction product. The product is: [F:22][C:19]1[CH:20]=[CH:21][C:16]([C:4]2[C:3]([CH2:2][O:31][C:25]3[CH:30]=[CH:29][CH:28]=[CH:27][CH:26]=3)=[C:12]3[C:7]([NH:8][C:9]([CH3:15])([CH3:14])[C:10](=[O:13])[NH:11]3)=[CH:6][CH:5]=2)=[C:17]([O:23][CH3:24])[CH:18]=1. (7) Given the reactants [CH3:1][C:2]1([C:13]2[CH:18]=[CH:17][CH:16]=[CH:15][CH:14]=2)[C:10]2[O:9][C:8](=O)[NH:7][C:6](=[O:12])[C:5]=2[CH2:4][CH2:3]1.[OH-].[NH4+:20], predict the reaction product. The product is: [CH3:1][C:2]1([C:13]2[CH:18]=[CH:17][CH:16]=[CH:15][CH:14]=2)[C:10]2[NH:20][C:8](=[O:9])[NH:7][C:6](=[O:12])[C:5]=2[CH2:4][CH2:3]1. (8) Given the reactants C[Si](C)(C)[N-][Si](C)(C)C.[Li+].[O:11]=[C:12]1[CH2:21][CH2:20][C@@:19]2([C:22]([O:24][CH3:25])=[O:23])[C:14]([CH2:15][CH2:16][N:17]([C:26]([O:28][C:29]([CH3:32])([CH3:31])[CH3:30])=[O:27])[CH2:18]2)=[CH:13]1.[CH:33](OCC(F)(F)F)=[O:34].Cl, predict the reaction product. The product is: [OH:34]/[CH:33]=[C:21]1\[C:12](=[O:11])[CH:13]=[C:14]2[C@:19]([C:22]([O:24][CH3:25])=[O:23])([CH2:20]\1)[CH2:18][N:17]([C:26]([O:28][C:29]([CH3:32])([CH3:31])[CH3:30])=[O:27])[CH2:16][CH2:15]2.